From a dataset of Reaction yield outcomes from USPTO patents with 853,638 reactions. Predict the reaction yield, written as a fraction of the theoretical maximum amount of product (1.0 means a 100% yield; for example, 0.34 means a 34% yield). The reactants are [CH3:1][C:2]1[N:3]=[CH:4][NH:5][CH:6]=1.[H-].[Na+].[CH3:9][Si:10]([CH2:13][CH2:14][O:15][CH2:16]Cl)([CH3:12])[CH3:11]. The catalyst is O1CCCC1. The product is [CH3:1][C:2]1[N:3]=[CH:4][N:5]([CH2:16][O:15][CH2:14][CH2:13][Si:10]([CH3:12])([CH3:11])[CH3:9])[CH:6]=1. The yield is 0.350.